From a dataset of Reaction yield outcomes from USPTO patents with 853,638 reactions. Predict the reaction yield, written as a fraction of the theoretical maximum amount of product (1.0 means a 100% yield; for example, 0.34 means a 34% yield). The reactants are O=P(Cl)(Cl)Cl.[CH2:6]([N:8]1[C:20]2[CH:19]=[CH:18][CH:17]=[CH:16][C:15]=2[C:14]2[C:9]1=[CH:10][CH:11]=[CH:12][CH:13]=2)[CH3:7].[C:21]([O-:24])(=O)C.[Na+].CN([CH:29]=[O:30])C. The catalyst is O. The product is [CH2:6]([N:8]1[C:20]2[CH:19]=[CH:18][C:17]([CH:29]=[O:30])=[CH:16][C:15]=2[C:14]2[C:9]1=[CH:10][CH:11]=[C:12]([CH:21]=[O:24])[CH:13]=2)[CH3:7]. The yield is 0.460.